Task: Regression. Given two drug SMILES strings and cell line genomic features, predict the synergy score measuring deviation from expected non-interaction effect.. Dataset: NCI-60 drug combinations with 297,098 pairs across 59 cell lines Drug 1: CC1=C(C=C(C=C1)NC2=NC=CC(=N2)N(C)C3=CC4=NN(C(=C4C=C3)C)C)S(=O)(=O)N.Cl. Drug 2: CC1OCC2C(O1)C(C(C(O2)OC3C4COC(=O)C4C(C5=CC6=C(C=C35)OCO6)C7=CC(=C(C(=C7)OC)O)OC)O)O. Cell line: U251. Synergy scores: CSS=54.6, Synergy_ZIP=-0.597, Synergy_Bliss=0.674, Synergy_Loewe=1.39, Synergy_HSA=4.69.